From a dataset of Peptide-MHC class I binding affinity with 185,985 pairs from IEDB/IMGT. Regression. Given a peptide amino acid sequence and an MHC pseudo amino acid sequence, predict their binding affinity value. This is MHC class I binding data. (1) The peptide sequence is SEAPNAKEEI. The MHC is HLA-B44:03 with pseudo-sequence HLA-B44:03. The binding affinity (normalized) is 0.540. (2) The peptide sequence is SFRNTLEGFA. The MHC is H-2-Kd with pseudo-sequence H-2-Kd. The binding affinity (normalized) is 0. (3) The peptide sequence is CFLIFHFFL. The MHC is HLA-A24:02 with pseudo-sequence HLA-A24:02. The binding affinity (normalized) is 0.149. (4) The peptide sequence is NSKYSYELY. The MHC is HLA-A33:01 with pseudo-sequence HLA-A33:01. The binding affinity (normalized) is 0.00637. (5) The peptide sequence is LTLTAQSRTLL. The MHC is Mamu-A01 with pseudo-sequence Mamu-A01. The binding affinity (normalized) is 0.660. (6) The peptide sequence is QEKAPDVGEL. The MHC is HLA-B44:02 with pseudo-sequence HLA-B44:02. The binding affinity (normalized) is 0.283. (7) The peptide sequence is FYVWGEEVPL. The MHC is H-2-Kb with pseudo-sequence H-2-Kb. The binding affinity (normalized) is 0.